From a dataset of Catalyst prediction with 721,799 reactions and 888 catalyst types from USPTO. Predict which catalyst facilitates the given reaction. (1) Reactant: [Si:1]([O:8][C@@H:9]1[C@@:26]2([CH3:27])[C:13](=[CH:14][CH:15]=[C:16]3[C@@H:25]2[CH2:24][CH2:23][C@@:21]2([CH3:22])[C@H:17]3[CH2:18][CH:19]=[C:20]2[CH2:28][OH:29])[CH2:12][C@@H:11]([O:30][Si:31]([C:34]([CH3:37])([CH3:36])[CH3:35])([CH3:33])[CH3:32])[CH2:10]1)([C:4]([CH3:7])([CH3:6])[CH3:5])([CH3:3])[CH3:2].[H-].[Na+].Br[CH2:41][CH:42]1[O:46][C:43]1([CH3:45])[CH3:44]. Product: [Si:1]([O:8][C@@H:9]1[C@@:26]2([CH3:27])[C:13](=[CH:14][CH:15]=[C:16]3[C@@H:25]2[CH2:24][CH2:23][C@@:21]2([CH3:22])[C@H:17]3[CH2:18][CH:19]=[C:20]2[CH2:28][O:29][CH2:41][CH:42]2[O:46][C:43]2([CH3:45])[CH3:44])[CH2:12][C@@H:11]([O:30][Si:31]([C:34]([CH3:37])([CH3:36])[CH3:35])([CH3:32])[CH3:33])[CH2:10]1)([C:4]([CH3:7])([CH3:6])[CH3:5])([CH3:3])[CH3:2]. The catalyst class is: 54. (2) Reactant: C([S:4][C@@H:5]([CH:31]1[CH2:36][CH2:35][O:34][CH2:33][CH2:32]1)[C:6]([NH:8][C:9]1([C:14]([NH:16][C@H:17]([C:28]([OH:30])=[O:29])[CH2:18][C:19]2[C:27]3[C:22](=[CH:23][CH:24]=[CH:25][CH:26]=3)[NH:21][CH:20]=2)=[O:15])[CH2:13][CH2:12][CH2:11][CH2:10]1)=[O:7])(=O)C.[OH-].[Na+].Cl. Product: [SH:4][C@@H:5]([CH:31]1[CH2:32][CH2:33][O:34][CH2:35][CH2:36]1)[C:6]([NH:8][C:9]1([C:14]([NH:16][C@H:17]([C:28]([OH:30])=[O:29])[CH2:18][C:19]2[C:27]3[C:22](=[CH:23][CH:24]=[CH:25][CH:26]=3)[NH:21][CH:20]=2)=[O:15])[CH2:13][CH2:12][CH2:11][CH2:10]1)=[O:7]. The catalyst class is: 5.